Dataset: Reaction yield outcomes from USPTO patents with 853,638 reactions. Task: Predict the reaction yield, written as a fraction of the theoretical maximum amount of product (1.0 means a 100% yield; for example, 0.34 means a 34% yield). The reactants are [N+:1]([C:4]1[CH:14]=[CH:13][CH:12]=[C:6]2[C:7]([O:9][C:10](=[O:11])[C:5]=12)=O)([O-:3])=[O:2].[NH2:15][C:16]1[CH:24]=[CH:23][CH:22]=[CH:21][C:17]=1[C:18]([OH:20])=[O:19]. No catalyst specified. The product is [N+:1]([C:4]1[CH:14]=[CH:13][CH:12]=[C:6]2[C:7]([N:15]([C:16]3[CH:24]=[CH:23][CH:22]=[CH:21][C:17]=3[C:18]([OH:20])=[O:19])[C:10](=[O:11])[C:5]=12)=[O:9])([O-:3])=[O:2]. The yield is 0.210.